This data is from Catalyst prediction with 721,799 reactions and 888 catalyst types from USPTO. The task is: Predict which catalyst facilitates the given reaction. (1) Reactant: [NH2:1][C@H:2]([C:7]([NH2:9])=[O:8])[C:3]([SH:6])([CH3:5])[CH3:4].[CH3:10][C:11]([CH3:13])=O. Product: [CH3:10][C:11]1([CH3:13])[NH:1][CH:2]([C:7]([NH2:9])=[O:8])[C:3]([CH3:5])([CH3:4])[S:6]1. The catalyst class is: 6. (2) Reactant: [CH2:1]([Li])CCC.C(NC(C)C)(C)C.[CH:13]1([C:17]([O:19][CH2:20][CH3:21])=[O:18])[CH2:16][CH2:15][CH2:14]1.ICI.[C:25]([O-:28])(=[S:27])[CH3:26].[K+]. Product: [CH2:20]([O:19][C:17]([C:13]1([CH2:1][S:27][C:25](=[O:28])[CH3:26])[CH2:16][CH2:15][CH2:14]1)=[O:18])[CH3:21]. The catalyst class is: 213. (3) Product: [F:1][C:2]1[CH:7]=[CH:6][C:5]([F:8])=[CH:4][C:3]=1[C@H:9]1[CH2:13][C@H:12]([F:14])[CH2:11][N:10]1[C:15]1[CH:20]=[CH:19][N:18]2[N:21]=[CH:22][C:23]([C:24]([NH:35][NH:34][C:28](=[O:33])[C:29]([CH3:32])([CH3:31])[CH3:30])=[O:25])=[C:17]2[N:16]=1. The catalyst class is: 18. Reactant: [F:1][C:2]1[CH:7]=[CH:6][C:5]([F:8])=[CH:4][C:3]=1[C@H:9]1[CH2:13][C@H:12]([F:14])[CH2:11][N:10]1[C:15]1[CH:20]=[CH:19][N:18]2[N:21]=[CH:22][C:23]([C:24](O)=[O:25])=[C:17]2[N:16]=1.Cl.[C:28]([NH:34][NH2:35])(=[O:33])[C:29]([CH3:32])([CH3:31])[CH3:30].CCN(C(C)C)C(C)C.CN(C(ON1N=NC2C=CC=NC1=2)=[N+](C)C)C.F[P-](F)(F)(F)(F)F. (4) Reactant: [I:1][C:2]1[CH:10]=[CH:9][CH:8]=[CH:7][C:3]=1[CH2:4][NH:5][CH3:6].[C:19](O[C:19]([O:21][C:22]([CH3:25])([CH3:24])[CH3:23])=[O:20])([O:21][C:22]([CH3:25])([CH3:24])[CH3:23])=[O:20]. Product: [C:22]([O:21][C:19](=[O:20])[N:5]([CH2:4][C:3]1[CH:7]=[CH:8][CH:9]=[CH:10][C:2]=1[I:1])[CH3:6])([CH3:23])([CH3:24])[CH3:25]. The catalyst class is: 1. (5) The catalyst class is: 11. Product: [Cl-:1].[C:14]([C:10]1[NH:11][N:12]=[N:13][C:9]=1[C:6]1[CH:7]=[CH:8][C:3]([CH2:2][P+:22]([C:23]2[CH:24]=[CH:25][CH:26]=[CH:27][CH:28]=2)([C:29]2[CH:34]=[CH:33][CH:32]=[CH:31][CH:30]=2)[C:16]2[CH:17]=[CH:18][CH:19]=[CH:20][CH:21]=2)=[CH:4][CH:5]=1)#[N:15]. Reactant: [Cl:1][CH2:2][C:3]1[CH:8]=[CH:7][C:6]([C:9]2[N:13]=[N:12][NH:11][C:10]=2[C:14]#[N:15])=[CH:5][CH:4]=1.[C:16]1([P:22]([C:29]2[CH:34]=[CH:33][CH:32]=[CH:31][CH:30]=2)[C:23]2[CH:28]=[CH:27][CH:26]=[CH:25][CH:24]=2)[CH:21]=[CH:20][CH:19]=[CH:18][CH:17]=1. (6) Reactant: FC(F)(F)C(O)=O.[C:8]1([C:36]2[CH:41]=[CH:40][CH:39]=[CH:38][CH:37]=2)[CH:13]=[CH:12][C:11]([NH:14][C:15]2[CH:27]=[C:26]([CH2:28][CH2:29][C:30]3[CH:35]=[CH:34][CH:33]=[CH:32][CH:31]=3)[CH:25]=[CH:24][C:16]=2[C:17]([O:19]C(C)(C)C)=[O:18])=[CH:10][CH:9]=1. Product: [C:8]1([C:36]2[CH:37]=[CH:38][CH:39]=[CH:40][CH:41]=2)[CH:13]=[CH:12][C:11]([NH:14][C:15]2[CH:27]=[C:26]([CH2:28][CH2:29][C:30]3[CH:35]=[CH:34][CH:33]=[CH:32][CH:31]=3)[CH:25]=[CH:24][C:16]=2[C:17]([OH:19])=[O:18])=[CH:10][CH:9]=1. The catalyst class is: 4. (7) Reactant: [CH3:1][N:2]1[CH2:7][CH2:6][CH:5]([OH:8])[CH2:4][CH2:3]1.[H-].[Na+].[Br:11][C:12]1[CH:17]=[CH:16][CH:15]=[C:14](F)[CH:13]=1. Product: [Br:11][C:12]1[CH:13]=[C:14]([CH:15]=[CH:16][CH:17]=1)[O:8][CH:5]1[CH2:6][CH2:7][N:2]([CH3:1])[CH2:3][CH2:4]1. The catalyst class is: 3. (8) Reactant: CC1C=CC(S(O[C:12]2[C:13]3[CH2:23][CH2:22][CH2:21][C:20]4[CH:24]=[CH:25][CH:26]=[CH:27][C:19]=4[C:14]=3[N:15]=[C:16]([NH2:18])[N:17]=2)(=O)=O)=CC=1.[NH:28]1[CH2:32][CH2:31][C@@H:30]([NH:33][C:34](=[O:40])[O:35][C:36]([CH3:39])([CH3:38])[CH3:37])[CH2:29]1.C(N(CC)CC)C. Product: [C:36]([O:35][C:34]([NH:33][C@@H:30]1[CH2:31][CH2:32][N:28]([C:12]2[C:13]3[CH2:23][CH2:22][CH2:21][C:20]4[CH:24]=[CH:25][CH:26]=[CH:27][C:19]=4[C:14]=3[N:15]=[C:16]([NH2:18])[N:17]=2)[CH2:29]1)=[O:40])([CH3:39])([CH3:37])[CH3:38]. The catalyst class is: 290. (9) Reactant: [CH2:1]([N:8]1[CH2:17][CH:16]([CH3:18])[C:15]2[N:14]=[C:13](Cl)[CH:12]=[CH:11][C:10]=2[CH2:9]1)[C:2]1[CH:7]=[CH:6][CH:5]=[CH:4][CH:3]=1.[CH:20]1([NH2:25])[CH2:24][CH2:23][CH2:22][CH2:21]1.[CH3:26]C(C1C=C(C(C)C)C(C2C=CC=CC=2P(C2CCCCC2)C2CCCCC2)=C(C(C)C)C=1)C.CC(C)([O-])C.[Na+]. Product: [CH2:1]([N:8]1[CH2:17][CH:16]([CH3:18])[C:15]2[N:14]=[C:13]([N:25]([CH:20]3[CH2:24][CH2:23][CH2:22][CH2:21]3)[CH3:26])[CH:12]=[CH:11][C:10]=2[CH2:9]1)[C:2]1[CH:7]=[CH:6][CH:5]=[CH:4][CH:3]=1. The catalyst class is: 720.